This data is from Serine/threonine kinase 33 screen with 319,792 compounds. The task is: Binary Classification. Given a drug SMILES string, predict its activity (active/inactive) in a high-throughput screening assay against a specified biological target. (1) The molecule is Fc1ccc(OCCCOC(=O)c2cc(NC(=O)C)ccc2)cc1. The result is 0 (inactive). (2) The drug is Clc1sc(C(=O)NCC(N2CCOCC2)c2sccc2)cc1. The result is 0 (inactive). (3) The molecule is S1(=O)(=O)CC(N(Cc2occc2)C(=O)COc2ccccc2)CC1. The result is 0 (inactive). (4) The drug is O(c1ccc(N(CC=C)C(=O)c2ccccc2)cc1)C. The result is 0 (inactive). (5) The molecule is S(=O)(=O)(NCCc1nc2n(c1)cccc2C)c1cc(OC)c(OC)cc1. The result is 0 (inactive). (6) The drug is Clc1ccc(SCCOc2c(OCC)cc(cc2)/C=N\NC(OC)=O)cc1. The result is 0 (inactive). (7) The molecule is O=C1/C(C(=O)c2c1cc(cc2)C(O)=O)=C\c1ccc(N(CC)CC)cc1. The result is 1 (active). (8) The drug is S(Cc1oc(nn1)c1cc(OC)c(OC)c(OC)c1)c1sc(nn1)N. The result is 0 (inactive).